Dataset: Forward reaction prediction with 1.9M reactions from USPTO patents (1976-2016). Task: Predict the product of the given reaction. Given the reactants [CH3:1][CH2:2][CH2:3][CH2:4][CH2:5][CH2:6][CH2:7][CH2:8]/[CH:9]=[CH:10]\[CH2:11][CH2:12][CH2:13][CH2:14][CH2:15][CH2:16][CH2:17][C:18]([O:20][CH2:21][CH:22]([CH2:43][O:44][C:45]([CH2:47][CH2:48][CH2:49][CH2:50][CH2:51][CH2:52][CH2:53]/[CH:54]=[CH:55]\[CH2:56][CH2:57][CH2:58][CH2:59][CH2:60][CH2:61][CH2:62][CH3:63])=[O:46])[O:23][C:24]([CH2:26][CH2:27][CH2:28][CH2:29][CH2:30][CH2:31][CH2:32]/[CH:33]=[CH:34]\[CH2:35][CH2:36][CH2:37][CH2:38][CH2:39][CH2:40][CH2:41][CH3:42])=[O:25])=[O:19], predict the reaction product. The product is: [CH3:1][CH2:2][CH2:3][CH2:4][CH2:5][CH2:6][CH2:7][CH2:8][CH2:9][CH2:10][CH2:11][CH2:12][CH2:13][CH2:14][CH2:15][CH2:16][CH2:17][C:18]([O:20][CH2:21][CH:22]([O:23][C:24]([CH2:26][CH2:27][CH2:28][CH2:29][CH2:30][CH2:31][CH2:32][CH2:33][CH2:34][CH2:35][CH2:36][CH2:37][CH2:38][CH2:39][CH2:40][CH2:41][CH3:42])=[O:25])[CH2:43][O:44][C:45]([CH2:47][CH2:48][CH2:49][CH2:50][CH2:51][CH2:52][CH2:53][CH2:54][CH2:55][CH2:56][CH2:57][CH2:58][CH2:59][CH2:60][CH2:61][CH2:62][CH3:63])=[O:46])=[O:19].